This data is from Forward reaction prediction with 1.9M reactions from USPTO patents (1976-2016). The task is: Predict the product of the given reaction. (1) Given the reactants [C:1]([S:4][C:5]([CH3:45])([CH3:44])[CH:6]([NH:36]C(OC(C)(C)C)=O)[C:7]([O:9][C@H:10]([C:21]1[CH:26]=[CH:25][C:24]([O:27][CH:28]([F:30])[F:29])=[C:23]([O:31][CH2:32][CH:33]2[CH2:35][CH2:34]2)[CH:22]=1)[CH2:11][C:12]1[C:17]([Cl:18])=[CH:16][N+:15]([O-:19])=[CH:14][C:13]=1[Cl:20])=[O:8])(=[O:3])[CH3:2].Cl.O1CCOCC1, predict the reaction product. The product is: [C:1]([S:4][C:5]([CH3:45])([CH3:44])[CH:6]([NH2:36])[C:7]([O:9][C@H:10]([C:21]1[CH:26]=[CH:25][C:24]([O:27][CH:28]([F:30])[F:29])=[C:23]([O:31][CH2:32][CH:33]2[CH2:35][CH2:34]2)[CH:22]=1)[CH2:11][C:12]1[C:13]([Cl:20])=[CH:14][N+:15]([O-:19])=[CH:16][C:17]=1[Cl:18])=[O:8])(=[O:3])[CH3:2]. (2) Given the reactants Br[C:2]1[CH:7]=[CH:6][C:5]([N:8]([C:13]2[C:32]([CH:33]3[CH2:35][CH2:34]3)=[CH:31][C:16]3[C:17]([C:27]([NH:29][CH3:30])=[O:28])=[C:18]([C:20]4[CH:25]=[CH:24][C:23]([F:26])=[CH:22][CH:21]=4)[O:19][C:15]=3[CH:14]=2)[S:9]([CH3:12])(=[O:11])=[O:10])=[CH:4][C:3]=1[CH:36]([F:38])[F:37].C([O-])(=O)C.[K+].[B:44]1(B2OC(C)(C)C(C)(C)O2)[O:48]C(C)(C)C(C)(C)[O:45]1, predict the reaction product. The product is: [CH:33]1([C:32]2[C:13]([N:8]([C:5]3[CH:6]=[CH:7][C:2]([B:44]([OH:48])[OH:45])=[C:3]([CH:36]([F:37])[F:38])[CH:4]=3)[S:9]([CH3:12])(=[O:11])=[O:10])=[CH:14][C:15]3[O:19][C:18]([C:20]4[CH:21]=[CH:22][C:23]([F:26])=[CH:24][CH:25]=4)=[C:17]([C:27](=[O:28])[NH:29][CH3:30])[C:16]=3[CH:31]=2)[CH2:34][CH2:35]1.